This data is from Catalyst prediction with 721,799 reactions and 888 catalyst types from USPTO. The task is: Predict which catalyst facilitates the given reaction. Reactant: C(OC([N:8]1[CH2:12][C@@H:11]([C:13]2[CH:18]=[CH:17][CH:16]=[CH:15][CH:14]=2)[C@@H:10]([CH2:19][N:20]([C:22](=O)[C:23]2[CH:28]=[C:27]([C:29]([F:32])([F:31])[F:30])[CH:26]=[C:25]([C:33]([F:36])([F:35])[F:34])[CH:24]=2)[CH3:21])[CH2:9]1)=O)(C)(C)C.C1COCC1.B.[ClH:44]. Product: [ClH:44].[ClH:44].[F:31][C:29]([F:30])([F:32])[C:27]1[CH:28]=[C:23]([CH:24]=[C:25]([C:33]([F:36])([F:35])[F:34])[CH:26]=1)[CH2:22][N:20]([CH3:21])[CH2:19][C@@H:10]1[C@H:11]([C:13]2[CH:18]=[CH:17][CH:16]=[CH:15][CH:14]=2)[CH2:12][NH:8][CH2:9]1. The catalyst class is: 11.